Dataset: Catalyst prediction with 721,799 reactions and 888 catalyst types from USPTO. Task: Predict which catalyst facilitates the given reaction. (1) Reactant: [CH3:1][C:2](O)([CH3:14])[CH:3]=[C:4]1[CH2:9][C:8]([CH3:11])([CH3:10])[CH2:7][C:6]([CH3:13])([CH3:12])[CH2:5]1.[Si]([N:20]=[N+:21]=[N-:22])(C)(C)C. Product: [N:20]([C:2]([CH3:14])([CH3:1])[CH:3]=[C:4]1[CH2:9][C:8]([CH3:11])([CH3:10])[CH2:7][C:6]([CH3:13])([CH3:12])[CH2:5]1)=[N+:21]=[N-:22]. The catalyst class is: 48. (2) Reactant: C(OC([N:8]([C:36]1[N:37]=[CH:38][S:39][CH:40]=1)[S:9]([C:12]1[C:33]([F:34])=[CH:32][C:15]([O:16][C:17]2[CH:22]=[CH:21][C:20]([Cl:23])=[CH:19][C:18]=2[CH2:24][CH2:25][CH2:26][NH:27][CH2:28][C:29]([OH:31])=[O:30])=[C:14]([Cl:35])[CH:13]=1)(=[O:11])=[O:10])=O)(C)(C)C.Cl.CCCCC. The catalyst class is: 96. Product: [ClH:23].[Cl:23][C:20]1[CH:21]=[CH:22][C:17]([O:16][C:15]2[CH:32]=[C:33]([F:34])[C:12]([S:9](=[O:10])(=[O:11])[NH:8][C:36]3[N:37]=[CH:38][S:39][CH:40]=3)=[CH:13][C:14]=2[Cl:35])=[C:18]([CH2:24][CH2:25][CH2:26][NH:27][CH2:28][C:29]([OH:31])=[O:30])[CH:19]=1. (3) Reactant: [F:1][C:2]([F:27])([F:26])[C:3]1[CH:8]=[CH:7][C:6]([C:9]2[N:14]=[CH:13][N:12]=[C:11]([O:15][C:16]3[C:21]4[N:22]=[C:23]([NH2:25])[O:24][C:20]=4[CH:19]=[CH:18][CH:17]=3)[CH:10]=2)=[CH:5][CH:4]=1.[C:28](OC(=O)C)(=[O:30])[CH3:29]. Product: [F:27][C:2]([F:26])([F:1])[C:3]1[CH:8]=[CH:7][C:6]([C:9]2[N:14]=[CH:13][N:12]=[C:11]([O:15][C:16]3[C:21]4[N:22]=[C:23]([NH:25][C:28](=[O:30])[CH3:29])[O:24][C:20]=4[CH:19]=[CH:18][CH:17]=3)[CH:10]=2)=[CH:5][CH:4]=1. The catalyst class is: 17. (4) Reactant: [NH:1]1[C:9]2[C:4](=[CH:5][CH:6]=[CH:7][CH:8]=2)[C:3]([C:10]([OH:12])=O)=[CH:2]1.C(Cl)(=O)C(Cl)=O.[CH3:19][N:20]1[CH2:25][CH2:24][NH:23][CH2:22][CH2:21]1. Product: [NH:1]1[C:9]2[C:4](=[CH:5][CH:6]=[CH:7][CH:8]=2)[C:3]([C:10]([N:23]2[CH2:24][CH2:25][N:20]([CH3:19])[CH2:21][CH2:22]2)=[O:12])=[CH:2]1. The catalyst class is: 4.